Dataset: Catalyst prediction with 721,799 reactions and 888 catalyst types from USPTO. Task: Predict which catalyst facilitates the given reaction. (1) Reactant: [C:1]([O:5][C:6]([N:8]1[CH2:13][CH2:12][C:11]([NH:17][C:18]([O:20][C:21]([CH3:24])([CH3:23])[CH3:22])=[O:19])([C:14](O)=[O:15])[CH2:10][CH2:9]1)=[O:7])([CH3:4])([CH3:3])[CH3:2].F[P-](F)(F)(F)(F)F.N1(OC(N(C)C)=[N+](C)C)C2N=CC=CC=2N=N1.[Cl:49][C:50]1[CH:51]=[C:52]([CH3:58])[C:53]([NH2:57])=[C:54]([NH2:56])[CH:55]=1.C(N(C(C)C)C(C)C)C. Product: [NH2:57][C:53]1[C:52]([CH3:58])=[CH:51][C:50]([Cl:49])=[CH:55][C:54]=1[NH:56][C:14]([C:11]1([NH:17][C:18]([O:20][C:21]([CH3:24])([CH3:22])[CH3:23])=[O:19])[CH2:10][CH2:9][N:8]([C:6]([O:5][C:1]([CH3:2])([CH3:4])[CH3:3])=[O:7])[CH2:13][CH2:12]1)=[O:15]. The catalyst class is: 44. (2) Reactant: [CH3:1][C@H:2]1[CH2:6][CH2:5][CH2:4][N:3]1[C:7]1[N:12]=[CH:11][C:10](B2OC(C)(C)C(C)(C)O2)=[CH:9][N:8]=1.Cl[C:23]1[N:28]=[C:27]([NH2:29])[CH:26]=[N:25][CH:24]=1.C(=O)([O-])[O-].[Na+].[Na+]. Product: [CH3:1][C@H:2]1[CH2:6][CH2:5][CH2:4][N:3]1[C:7]1[N:8]=[CH:9][C:10]([C:23]2[N:28]=[C:27]([NH2:29])[CH:26]=[N:25][CH:24]=2)=[CH:11][N:12]=1. The catalyst class is: 203.